Dataset: Forward reaction prediction with 1.9M reactions from USPTO patents (1976-2016). Task: Predict the product of the given reaction. (1) Given the reactants [C:1]([C:5]1[CH:10]=[CH:9][C:8]([C:11]2[N:12]([C:30](Cl)=[O:31])[C@H:13]([C:23]3[CH:28]=[CH:27][C:26]([Cl:29])=[CH:25][CH:24]=3)[C@H:14]([C:16]3[CH:21]=[CH:20][C:19]([Cl:22])=[CH:18][CH:17]=3)[N:15]=2)=[C:7]([O:33][CH2:34][CH3:35])[CH:6]=1)([CH3:4])([CH3:3])[CH3:2].[N:36]1([CH:42]2[CH2:47][CH2:46][NH:45][CH2:44][CH2:43]2)[CH2:41][CH2:40][CH2:39][CH2:38][CH2:37]1, predict the reaction product. The product is: [N:36]1([CH:42]2[CH2:47][CH2:46][N:45]([C:30]([N:12]3[C@H:13]([C:23]4[CH:28]=[CH:27][C:26]([Cl:29])=[CH:25][CH:24]=4)[C@H:14]([C:16]4[CH:17]=[CH:18][C:19]([Cl:22])=[CH:20][CH:21]=4)[N:15]=[C:11]3[C:8]3[CH:9]=[CH:10][C:5]([C:1]([CH3:3])([CH3:4])[CH3:2])=[CH:6][C:7]=3[O:33][CH2:34][CH3:35])=[O:31])[CH2:44][CH2:43]2)[CH2:41][CH2:40][CH2:39][CH2:38][CH2:37]1. (2) Given the reactants [C:1]([C:5]1[N:6]=[C:7]([N:16]2[CH2:20][CH2:19][C:18]([F:22])([F:21])[CH2:17]2)[C:8]2[C:9](=[N:11][N:12]([CH2:14][CH3:15])[N:13]=2)[N:10]=1)([CH3:4])([CH3:3])[CH3:2].C(C1N=C(N2CCC(F)(F)C2)C2N=NNC=2N=1)(C)(C)C.Br[CH2:44][C:45]1C=C[CH:48]=[C:47]([Cl:51])[CH:46]=1, predict the reaction product. The product is: [C:1]([C:5]1[N:6]=[C:7]([N:16]2[CH2:20][CH2:19][C:18]([F:21])([F:22])[CH2:17]2)[C:8]2[C:9](=[N:11][N:12]([CH2:14][C:15]3[CH:44]=[CH:45][CH:46]=[C:47]([Cl:51])[CH:48]=3)[N:13]=2)[N:10]=1)([CH3:2])([CH3:3])[CH3:4].